From a dataset of Full USPTO retrosynthesis dataset with 1.9M reactions from patents (1976-2016). Predict the reactants needed to synthesize the given product. (1) Given the product [Cl:11][C:6]1[CH:7]=[CH:8][CH:9]=[CH:10][C:5]=1[CH:4]([O:12][CH:13]1[CH2:18][CH2:17][N:16]([C:31]([NH:30][C:26]2[CH:27]=[CH:28][CH:29]=[C:24]([Cl:23])[CH:25]=2)=[O:32])[CH2:15][CH2:14]1)[C:3]1[CH:19]=[CH:20][CH:21]=[CH:22][C:2]=1[Cl:1], predict the reactants needed to synthesize it. The reactants are: [Cl:1][C:2]1[CH:22]=[CH:21][CH:20]=[CH:19][C:3]=1[CH:4]([O:12][CH:13]1[CH2:18][CH2:17][NH:16][CH2:15][CH2:14]1)[C:5]1[CH:10]=[CH:9][CH:8]=[CH:7][C:6]=1[Cl:11].[Cl:23][C:24]1[CH:25]=[C:26]([N:30]=[C:31]=[O:32])[CH:27]=[CH:28][CH:29]=1.C(N(CC)CC)C. (2) Given the product [O:25]=[C:19]1[CH:18]([N:12]2[CH2:11][C:10]3[C:14](=[CH:15][CH:16]=[C:8]([CH2:7][NH:6][C:33]([NH:32][C:26]4[CH:31]=[CH:30][CH:29]=[CH:28][CH:27]=4)=[O:34])[CH:9]=3)[C:13]2=[O:17])[CH2:23][CH2:22][C:21](=[O:24])[NH:20]1, predict the reactants needed to synthesize it. The reactants are: CS(O)(=O)=O.[NH2:6][CH2:7][C:8]1[CH:9]=[C:10]2[C:14](=[CH:15][CH:16]=1)[C:13](=[O:17])[N:12]([CH:18]1[CH2:23][CH2:22][C:21](=[O:24])[NH:20][C:19]1=[O:25])[CH2:11]2.[C:26]1([N:32]=[C:33]=[O:34])[CH:31]=[CH:30][CH:29]=[CH:28][CH:27]=1.C(N(CC)CC)C.Cl. (3) Given the product [CH:1]12[CH2:10][CH:5]3[CH2:6][CH:7]([CH2:9][CH:3]([CH2:4]3)[CH2:2]1)[CH2:8]2, predict the reactants needed to synthesize it. The reactants are: [C:1]12(C(Cl)=O)[CH2:10][CH:5]3[CH2:6][CH:7]([CH2:9][CH:3]([CH2:4]3)[CH2:2]1)[CH2:8]2.N1C=CC=CC=1.C(O)C. (4) Given the product [ClH:37].[ClH:37].[CH3:36][O:35][C:31]1[CH:30]=[C:29]([C:26]2[CH:25]=[CH:24][C:23]([CH:8]([C:2]3([OH:1])[CH2:7][CH2:6][CH2:5][CH2:4][CH2:3]3)[CH2:9][N:10]3[CH2:11][CH2:12][NH:13][CH2:14][CH2:15]3)=[CH:28][CH:27]=2)[CH:34]=[CH:33][CH:32]=1, predict the reactants needed to synthesize it. The reactants are: [OH:1][C:2]1([CH:8]([C:23]2[CH:28]=[CH:27][C:26]([C:29]3[CH:34]=[CH:33][CH:32]=[C:31]([O:35][CH3:36])[CH:30]=3)=[CH:25][CH:24]=2)[CH2:9][N:10]2[CH2:15][CH2:14][N:13](C(OC(C)(C)C)=O)[CH2:12][CH2:11]2)[CH2:7][CH2:6][CH2:5][CH2:4][CH2:3]1.[ClH:37].